This data is from Experimentally validated miRNA-target interactions with 360,000+ pairs, plus equal number of negative samples. The task is: Binary Classification. Given a miRNA mature sequence and a target amino acid sequence, predict their likelihood of interaction. (1) The miRNA is hsa-miR-6874-3p with sequence CAGUUCUGCUGUUCUGACUCUAG. The protein sequence of the target gene is MAAEALAAEAVASRLERQEEDIRWLWSEVERLRDEQLNAPYSCQAEGPCLTREVAQLRAENCDLRHRLCSLRLCLAEERSRQATLESAELEAAQEAGAQPPPSQSQDKDMKKKKMKESEADSEVKHQPIFIKERLKLFEILKKDHQLLLAIYGKKGDTSNIITVRVADGQTVQGEVWKTTPYQVAAEISQELAESTVIAKVNGELWDLDRPLEGDSSLELLTFDNEEAQAVYWHSSAHILGEAMELYYGGHLCYGPPIENGFYYDMFIEDRAVSSTELSALENICKAIIKEKQPFERLEV.... Result: 0 (no interaction). (2) The protein sequence of the target gene is MSRPVRNRKVVDYSQFQESDDADEDYGRDSGPPTKKIRSSPREAKNKRRSGKNSQEDSEDSEDKDVKTKKDDSHSAEDSEDEKEDHKNVRQQRQAASKAASKQREMLMEDVGSEEEQEEEDEAPFQEKDSGSDEDFLMEDDDDSDYGSSKKKNKKMVKKSKPERKEKKMPKPRLKATVTPSPVKGKGKVGRPTASKASKEKTPSPKEEDEEPESPPEKKTSTSPPPEKSGDEGSEDEAPSGED. Result: 1 (interaction). The miRNA is hsa-miR-16-5p with sequence UAGCAGCACGUAAAUAUUGGCG. (3) The protein sequence of the target gene is MSNSLQSVILKTAEEKSGSRCISGCMYQVVPTIGSDGKKLLQLLPISKSSGNLIPVVQSPVMSHGLKANTEKPVQVTFQTQISSSSTSASVQLPVFQPANTTKCFFTGAIDTTGKDRVTSVRTGNFTPPVSNIQNHGVKIHKLTRQTFTIPPSTQNDSSHFIFNTPSLLPNVNSSILPSGNHLKIPAHAEVKSVLASSLPPLVQQKILGTATTSTSGTVEASQIPTVVYVHPVNSVKFVVTKKTQTIYPKPVTFNTLQIPPNVATETQLKGGQHPQAAPVNSIFQEYLQPGIPCIIPVKS.... Result: 0 (no interaction). The miRNA is hsa-miR-8086 with sequence UGCUAGUCUGGACUGAUAUGGU. (4) The miRNA is hsa-miR-1825 with sequence UCCAGUGCCCUCCUCUCC. The protein sequence of the target gene is MARAAPLLAALTALLAAAAAGGDAPPGKIAVVGAGIGGSAVAHFLQQHFGPRVQIDVYEKGTVGGRLATISVNKQHYESGAASFHSLSLHMQDFVKLLGLRHRREVVGRSAIFGGEHFMLEETDWYLLNLFRLWWHYGISFLRLQMWVEEVMEKFMRIYKYQAHGYAFSGVEELLYSLGESTFVNMTQHSVAESLLQVGVTQRFIDDVVSAVLRASYGQSAAMPAFAGAMSLAGAQGSLWSVEGGNKLVCSGLLKLTKANVIHATVTSVTLHSTEGKALYQVAYENEVGNSSDFYDIVVI.... Result: 0 (no interaction). (5) The miRNA is hsa-miR-3689b-3p with sequence CUGGGAGGUGUGAUAUUGUGGU. The protein sequence of the target gene is MYALALFASLLATALTSPVQDPKTCSGGSAVLCRDVKTAVDCGAVKHCQQMVWSKPTAKSLPCDICKTVVTEAGNLLKDNATQEEILHYLEKTCEWIHDSSLSASCKEVVDSYLPVILDMIKGEMSNPGEVCSALNLCQSLQEYLAEQNQKQLESNKIPEVDMARVVAPFMSNIPLLLYPQDHPRSQPQPKANEDVCQDCMKLVSDVQTAVKTNSSFIQGFVDHVKEDCDRLGPGVSDICKNYVDQYSEVCVQMLMHMQDQQPKEICVLAGFCNEVKRVPMKTLVPATETIKNILPALEM.... Result: 0 (no interaction). (6) The miRNA is hsa-miR-6867-5p with sequence UGUGUGUGUAGAGGAAGAAGGGA. The protein sequence of the target gene is MAPAFLLLLLLWPQGCVSGPSADSVYTKVRLLEGETLSVQCSYKGYKNRVEGKVWCKIRKKKCEPGFARVWVKGPRYLLQDDAQAKVVNITMVALKLQDSGRYWCMRNTSGILYPLMGFQLDVSPAPQTERNIPFTHLDNILKSGTVTTGQAPTSGPDAPFTTGVMVFTPGLITLPRLLASTRPASKTGYSFTATSTTSQGPRRTMGSQTVTASPSNARDSSAGPESISTKSGDLSTRSPTTGLCLTSRSLLNRLPSMPSIRHQDVYSTVLGVVLTLLVLMLIMVYGFWKKRHMASYSMC.... Result: 1 (interaction).